From a dataset of Reaction yield outcomes from USPTO patents with 853,638 reactions. Predict the reaction yield, written as a fraction of the theoretical maximum amount of product (1.0 means a 100% yield; for example, 0.34 means a 34% yield). (1) The reactants are [C:1]([NH:9][C:10]1[N:18]=[CH:17][N:16]=[C:15]2[C:11]=1[N:12]=[CH:13][N:14]2[CH2:19][C@@H:20]([C@H:46]([OH:48])[CH3:47])[CH2:21][O:22][C:23]([C:38]1[CH:43]=[CH:42][C:41]([O:44][CH3:45])=[CH:40][CH:39]=1)([C:30]1[CH:35]=[CH:34][C:33]([O:36][CH3:37])=[CH:32][CH:31]=1)[C:24]1[CH:29]=[CH:28][CH:27]=[CH:26][CH:25]=1)(=[O:8])[C:2]1[CH:7]=[CH:6][CH:5]=[CH:4][CH:3]=1.N1[C-]=NN=N1.C([NH2+]C(C)C)(C)C.[CH:61]([N:64]([CH:78]([CH3:80])[CH3:79])[P:65](N(C(C)C)C(C)C)[O:66][CH2:67][CH2:68][C:69]#[N:70])([CH3:63])[CH3:62]. The catalyst is ClCCl. The product is [CH:78]([N:64]([CH:61]([CH3:63])[CH3:62])[P:65]([O:66][CH2:67][CH2:68][C:69]#[N:70])[O:48][C@H:46]([CH3:47])[C@H:20]([CH2:19][N:14]1[CH:13]=[N:12][C:11]2[C:15]1=[N:16][CH:17]=[N:18][C:10]=2[NH:9][C:1](=[O:8])[C:2]1[CH:7]=[CH:6][CH:5]=[CH:4][CH:3]=1)[CH2:21][O:22][C:23]([C:38]1[CH:39]=[CH:40][C:41]([O:44][CH3:45])=[CH:42][CH:43]=1)([C:30]1[CH:31]=[CH:32][C:33]([O:36][CH3:37])=[CH:34][CH:35]=1)[C:24]1[CH:29]=[CH:28][CH:27]=[CH:26][CH:25]=1)([CH3:80])[CH3:79]. The yield is 0.930. (2) The yield is 0.850. The product is [F:24][C:11]1[CH:10]=[C:9]([CH:14]=[CH:13][C:12]=1[O:15][CH2:16][C:17]1[CH:18]=[CH:19][C:20]([F:23])=[CH:21][CH:22]=1)[C:8]([OH:25])=[O:7]. The catalyst is O.O1CCOCC1. The reactants are FC1C=CC(C[O:7][C:8](=[O:25])[C:9]2[CH:14]=[CH:13][C:12]([O:15][CH2:16][C:17]3[CH:22]=[CH:21][C:20]([F:23])=[CH:19][CH:18]=3)=[C:11]([F:24])[CH:10]=2)=CC=1.[OH-].[K+].Cl. (3) The reactants are [CH:1]1([CH:7]([C:18]2[CH:22]=[C:21]([C:23]3[CH:28]=[CH:27][C:26]([O:29][CH3:30])=[CH:25][CH:24]=3)[O:20][C:19]=2[CH3:31])[O:8][C:9]2[CH:17]=[CH:16][C:12]([C:13](O)=[O:14])=[CH:11][CH:10]=2)[CH2:6][CH2:5][CH2:4][CH2:3][CH2:2]1.[CH3:32][NH:33][CH2:34][CH2:35][C:36]([O:38]CC)=[O:37].Cl.C(N=C=NCCCN(C)C)C.O.OC1C2N=NNC=2C=CC=1. The catalyst is CN(C)C=O.C(OCC)(=O)C.C(N(CC)CC)C. The product is [CH:1]1([CH:7]([C:18]2[CH:22]=[C:21]([C:23]3[CH:28]=[CH:27][C:26]([O:29][CH3:30])=[CH:25][CH:24]=3)[O:20][C:19]=2[CH3:31])[O:8][C:9]2[CH:17]=[CH:16][C:12]([C:13]([N:33]([CH3:32])[CH2:34][CH2:35][C:36]([OH:38])=[O:37])=[O:14])=[CH:11][CH:10]=2)[CH2:6][CH2:5][CH2:4][CH2:3][CH2:2]1. The yield is 0.970. (4) The reactants are [CH3:1][O:2][C:3](=[O:13])[C:4]1[CH:9]=[C:8]([CH3:10])[CH:7]=[C:6]([CH2:11][OH:12])[CH:5]=1.[Cr](Cl)([O-])(=O)=O.[NH+]1C=CC=CC=1. The catalyst is ClCCl.CCOCC. The product is [CH3:1][O:2][C:3](=[O:13])[C:4]1[CH:9]=[C:8]([CH3:10])[CH:7]=[C:6]([CH:11]=[O:12])[CH:5]=1. The yield is 0.840. (5) The reactants are [CH2:1]([N:4]([CH2:19][CH2:20][CH3:21])[CH2:5][CH2:6][CH2:7][CH2:8][NH:9][CH2:10][C:11]1[CH:18]=[CH:17][C:14]([C:15]#[N:16])=[CH:13][CH:12]=1)[CH2:2][CH3:3].C[O-].[Na+].CO.[H][H]. The catalyst is [Ni].CO. The product is [CH2:19]([N:4]([CH2:1][CH2:2][CH3:3])[CH2:5][CH2:6][CH2:7][CH2:8][NH:9][CH2:10][C:11]1[CH:12]=[CH:13][C:14]([CH2:15][NH2:16])=[CH:17][CH:18]=1)[CH2:20][CH3:21]. The yield is 0.990. (6) The reactants are CC1(C)O[C@H](C(C2C=CC=CC=2)(C2C=CC=CC=2)O)[C@@H](C(C2C=CC=CC=2)(C2C=CC=CC=2)O)O1.C([Zn][CH2:39][CH3:40])C.[F:41][C:42]1[CH:43]=[C:44]([CH:47]=[CH:48][C:49]=1[O:50][C:51]([F:54])([F:53])[F:52])[CH:45]=[O:46].[Cl-].[NH4+]. The catalyst is CCCCCC.CC(C)[O-].CC(C)[O-].CC(C)[O-].CC(C)[O-].[Ti+4].C(OCC)(=O)C.O. The product is [F:41][C:42]1[CH:43]=[C:44]([C@H:45]([OH:46])[CH2:39][CH3:40])[CH:47]=[CH:48][C:49]=1[O:50][C:51]([F:53])([F:54])[F:52]. The yield is 0.490. (7) The reactants are F[C:2]1[CH:7]=[CH:6][C:5]([C:8]2[N:13]=[C:12]([C:14]#[N:15])[CH:11]=[CH:10][C:9]=2[CH3:16])=[CH:4][CH:3]=1.ClC1C=CC=C(C(OO)=[O:25])C=1.S([O-])([O-])(=O)=S.[Na+].[Na+]. The catalyst is O1CCCC1. The product is [CH3:16][C:9]1[C:8]([C:5]2[CH:6]=[CH:7][CH:2]=[CH:3][CH:4]=2)=[N+:13]([O-:25])[C:12]([C:14]#[N:15])=[CH:11][CH:10]=1. The yield is 0.0900.